From a dataset of Forward reaction prediction with 1.9M reactions from USPTO patents (1976-2016). Predict the product of the given reaction. (1) Given the reactants [CH3:1][O:2][C:3]([CH:5]1[CH:10]([C:11]2[CH:16]=[CH:15][C:14]([F:17])=[CH:13][CH:12]=2)[CH2:9][CH2:8][NH:7][CH2:6]1)=[O:4].O.[CH2:19]=O.[OH-].[Na+], predict the reaction product. The product is: [CH3:1][O:2][C:3]([CH:5]1[CH:10]([C:11]2[CH:12]=[CH:13][C:14]([F:17])=[CH:15][CH:16]=2)[CH2:9][CH2:8][N:7]([CH3:19])[CH2:6]1)=[O:4]. (2) Given the reactants [H-].[Na+].C(C1C=C([NH:12][C:13]([NH:15][C:16]2[C:25]3[C:20](=[CH:21][CH:22]=[CH:23][CH:24]=3)[CH:19]=[CH:18][CH:17]=2)=[O:14])N(C2C=CC=C(CO)C=2)N=1)(C)(C)C, predict the reaction product. The product is: [C:16]1([NH:15][C:13](=[O:14])[NH2:12])[C:25]2[C:20](=[CH:21][CH:22]=[CH:23][CH:24]=2)[CH:19]=[CH:18][CH:17]=1. (3) Given the reactants [C:1]1([C@H:11]([NH:13][CH:14]2[CH2:17][CH:16]([C:18]([OH:20])=O)[CH2:15]2)[CH3:12])[C:10]2[C:5](=[CH:6][CH:7]=[CH:8][CH:9]=2)[CH:4]=[CH:3][CH:2]=1.[NH:21]1[CH2:26][CH2:25][O:24][CH2:23][CH2:22]1, predict the reaction product. The product is: [N:21]1([C:18]([CH:16]2[CH2:17][CH:14]([NH:13][C@@H:11]([C:1]3[C:10]4[C:5](=[CH:6][CH:7]=[CH:8][CH:9]=4)[CH:4]=[CH:3][CH:2]=3)[CH3:12])[CH2:15]2)=[O:20])[CH2:26][CH2:25][O:24][CH2:23][CH2:22]1. (4) Given the reactants [Cl:1]C1C2C(=CC(OC)=C(OC)C=2)N=CN=1.[CH3:16][O:17][C:18]1[CH:19]=[C:20]2[C:25](=[CH:26][C:27]=1[O:28][CH3:29])[N:24]=[CH:23][N:22]=[C:21]2[NH:30][C:31]1[CH:32]=[C:33]([S:40]([NH:43][CH3:44])(=[O:42])=[O:41])[CH:34]=[CH:35][C:36]=1[N:37]([CH3:39])[CH3:38], predict the reaction product. The product is: [ClH:1].[CH3:16][O:17][C:18]1[CH:19]=[C:20]2[C:25](=[CH:26][C:27]=1[O:28][CH3:29])[N:24]=[CH:23][N:22]=[C:21]2[NH:30][C:31]1[CH:32]=[C:33]([S:40]([NH:43][CH3:44])(=[O:42])=[O:41])[CH:34]=[CH:35][C:36]=1[N:37]([CH3:38])[CH3:39]. (5) Given the reactants [Br:1][C:2]1[CH:7]=[CH:6][C:5]([S:8](Cl)(=[O:10])=[O:9])=[CH:4][C:3]=1[F:12].[CH3:13][O:14][C:15]1[CH:21]=[CH:20][C:19]([N+:22]([O-:24])=[O:23])=[CH:18][C:16]=1[NH2:17].N1C=CC=CC=1, predict the reaction product. The product is: [Br:1][C:2]1[CH:7]=[CH:6][C:5]([S:8]([NH:17][C:16]2[CH:18]=[C:19]([N+:22]([O-:24])=[O:23])[CH:20]=[CH:21][C:15]=2[O:14][CH3:13])(=[O:10])=[O:9])=[CH:4][C:3]=1[F:12].